From a dataset of Peptide-MHC class I binding affinity with 185,985 pairs from IEDB/IMGT. Regression. Given a peptide amino acid sequence and an MHC pseudo amino acid sequence, predict their binding affinity value. This is MHC class I binding data. (1) The peptide sequence is YVYPDNLPR. The MHC is HLA-B58:01 with pseudo-sequence HLA-B58:01. The binding affinity (normalized) is 0.0847. (2) The peptide sequence is SCQGSDDIRK. The MHC is HLA-A11:01 with pseudo-sequence HLA-A11:01. The binding affinity (normalized) is 0.0926. (3) The peptide sequence is KVIQPRVEK. The MHC is HLA-B27:05 with pseudo-sequence HLA-B27:05. The binding affinity (normalized) is 0.0847. (4) The peptide sequence is KSWPINEGI. The MHC is HLA-B58:01 with pseudo-sequence HLA-B58:01. The binding affinity (normalized) is 0.887. (5) The peptide sequence is GQPGGGNPL. The MHC is Mamu-A07 with pseudo-sequence Mamu-A07. The binding affinity (normalized) is 0.0705. (6) The MHC is HLA-A29:02 with pseudo-sequence HLA-A29:02. The peptide sequence is MLYPRVWPY. The binding affinity (normalized) is 1.00. (7) The peptide sequence is VVYRGTTTY. The MHC is HLA-A68:02 with pseudo-sequence HLA-A68:02. The binding affinity (normalized) is 0. (8) The peptide sequence is TFVPIAWAAAY. The MHC is HLA-A02:01 with pseudo-sequence HLA-A02:01. The binding affinity (normalized) is 0.0847.